From a dataset of NCI-60 drug combinations with 297,098 pairs across 59 cell lines. Regression. Given two drug SMILES strings and cell line genomic features, predict the synergy score measuring deviation from expected non-interaction effect. (1) Drug 1: COC1=CC(=CC(=C1O)OC)C2C3C(COC3=O)C(C4=CC5=C(C=C24)OCO5)OC6C(C(C7C(O6)COC(O7)C8=CC=CS8)O)O. Drug 2: CCN(CC)CCNC(=O)C1=C(NC(=C1C)C=C2C3=C(C=CC(=C3)F)NC2=O)C. Cell line: CAKI-1. Synergy scores: CSS=48.9, Synergy_ZIP=-3.10, Synergy_Bliss=-3.39, Synergy_Loewe=-10.3, Synergy_HSA=0.760. (2) Synergy scores: CSS=41.1, Synergy_ZIP=7.73, Synergy_Bliss=8.00, Synergy_Loewe=-7.03, Synergy_HSA=4.49. Drug 2: CCN(CC)CCCC(C)NC1=C2C=C(C=CC2=NC3=C1C=CC(=C3)Cl)OC. Drug 1: CN(C)C1=NC(=NC(=N1)N(C)C)N(C)C. Cell line: OVCAR-5. (3) Drug 1: CNC(=O)C1=CC=CC=C1SC2=CC3=C(C=C2)C(=NN3)C=CC4=CC=CC=N4. Drug 2: C1CNP(=O)(OC1)N(CCCl)CCCl. Cell line: BT-549. Synergy scores: CSS=-2.58, Synergy_ZIP=0.632, Synergy_Bliss=-2.24, Synergy_Loewe=-3.89, Synergy_HSA=-4.00. (4) Drug 1: C1CCN(CC1)CCOC2=CC=C(C=C2)C(=O)C3=C(SC4=C3C=CC(=C4)O)C5=CC=C(C=C5)O. Drug 2: C(CN)CNCCSP(=O)(O)O. Cell line: SF-539. Synergy scores: CSS=-2.01, Synergy_ZIP=1.87, Synergy_Bliss=1.99, Synergy_Loewe=-2.57, Synergy_HSA=-2.20. (5) Drug 2: CS(=O)(=O)OCCCCOS(=O)(=O)C. Cell line: MDA-MB-435. Drug 1: CS(=O)(=O)CCNCC1=CC=C(O1)C2=CC3=C(C=C2)N=CN=C3NC4=CC(=C(C=C4)OCC5=CC(=CC=C5)F)Cl. Synergy scores: CSS=1.58, Synergy_ZIP=1.51, Synergy_Bliss=1.88, Synergy_Loewe=-1.32, Synergy_HSA=-2.55. (6) Drug 1: CC1=C2C(C(=O)C3(C(CC4C(C3C(C(C2(C)C)(CC1OC(=O)C(C(C5=CC=CC=C5)NC(=O)OC(C)(C)C)O)O)OC(=O)C6=CC=CC=C6)(CO4)OC(=O)C)OC)C)OC. Drug 2: CC1=C(C=C(C=C1)NC(=O)C2=CC=C(C=C2)CN3CCN(CC3)C)NC4=NC=CC(=N4)C5=CN=CC=C5. Cell line: MDA-MB-435. Synergy scores: CSS=45.1, Synergy_ZIP=2.81, Synergy_Bliss=-0.444, Synergy_Loewe=-28.2, Synergy_HSA=-0.956. (7) Drug 1: CCCS(=O)(=O)NC1=C(C(=C(C=C1)F)C(=O)C2=CNC3=C2C=C(C=N3)C4=CC=C(C=C4)Cl)F. Drug 2: C1CCC(C(C1)N)N.C(=O)(C(=O)[O-])[O-].[Pt+4]. Cell line: COLO 205. Synergy scores: CSS=54.2, Synergy_ZIP=0.578, Synergy_Bliss=5.03, Synergy_Loewe=-1.24, Synergy_HSA=6.69.